From a dataset of Catalyst prediction with 721,799 reactions and 888 catalyst types from USPTO. Predict which catalyst facilitates the given reaction. (1) Product: [CH3:1][O:2][C:3](=[O:20])[C:4]1[CH:9]=[CH:8][CH:7]=[CH:6][C:5]=1[NH:10][C:11]1[CH:16]=[CH:15][CH:14]=[CH:13][C:12]=1[NH2:17]. The catalyst class is: 99. Reactant: [CH3:1][O:2][C:3](=[O:20])[C:4]1[CH:9]=[CH:8][CH:7]=[CH:6][C:5]=1[NH:10][C:11]1[CH:16]=[CH:15][CH:14]=[CH:13][C:12]=1[N+:17]([O-])=O. (2) Reactant: O1CCCC1.[F:6][C:7]1[CH:8]=[C:9]([CH:17]=[C:18]([F:27])[C:19]=1[C:20]([CH3:26])([CH3:25])[C:21]([F:24])([F:23])[F:22])[O:10][CH2:11][C:12]([O:14]CC)=[O:13].[OH-].[Na+].Cl. Product: [F:6][C:7]1[CH:8]=[C:9]([CH:17]=[C:18]([F:27])[C:19]=1[C:20]([CH3:25])([CH3:26])[C:21]([F:22])([F:23])[F:24])[O:10][CH2:11][C:12]([OH:14])=[O:13]. The catalyst class is: 5. (3) Reactant: [O:1]=[S:2]1(=[O:16])[CH:6]([CH3:7])[C:5]2[C:8]([Cl:15])=[CH:9][CH:10]=[C:11]([N+:12]([O-])=O)[C:4]=2[NH:3]1.[Sn](Cl)Cl.C([O-])(O)=O.[Na+]. Product: [O:16]=[S:2]1(=[O:1])[CH:6]([CH3:7])[C:5]2[C:8]([Cl:15])=[CH:9][CH:10]=[C:11]([NH2:12])[C:4]=2[NH:3]1. The catalyst class is: 8.